From a dataset of Peptide-MHC class II binding affinity with 134,281 pairs from IEDB. Regression. Given a peptide amino acid sequence and an MHC pseudo amino acid sequence, predict their binding affinity value. This is MHC class II binding data. (1) The binding affinity (normalized) is 0.564. The peptide sequence is GQEKYTDYLTVMDRY. The MHC is DRB1_0801 with pseudo-sequence DRB1_0801. (2) The peptide sequence is ASEAPPTSHRRASRQ. The MHC is HLA-DQA10102-DQB10602 with pseudo-sequence HLA-DQA10102-DQB10602. The binding affinity (normalized) is 0.340. (3) The peptide sequence is PPAGTRKIMKVVNRW. The MHC is DRB1_0801 with pseudo-sequence DRB1_0801. The binding affinity (normalized) is 0.640. (4) The peptide sequence is LTSYLGLTQPFLGLC. The MHC is DRB1_0301 with pseudo-sequence DRB1_0301. The binding affinity (normalized) is 0.368. (5) The peptide sequence is GAYFVSSGKYEGGNI. The MHC is DRB4_0101 with pseudo-sequence DRB4_0103. The binding affinity (normalized) is 0.293. (6) The peptide sequence is KVERQWIPSVCFSTL. The MHC is DRB1_1301 with pseudo-sequence DRB1_1301. The binding affinity (normalized) is 0.494.